From a dataset of Reaction yield outcomes from USPTO patents with 853,638 reactions. Predict the reaction yield, written as a fraction of the theoretical maximum amount of product (1.0 means a 100% yield; for example, 0.34 means a 34% yield). The reactants are [F:1][C:2]1[CH:20]=[CH:19][C:5]([CH2:6][NH:7][C@H:8]2[C@@H:13]3[CH2:14][C@@H:10]([CH2:11][CH2:12]3)[C@H:9]2[C:15](OC)=[O:16])=[CH:4][CH:3]=1.[CH3:21][S:22]([NH:25][C:26]1[CH:41]=[CH:40][C:29]2[NH:30][C:31]([CH2:36][C:37](O)=[O:38])=[N:32][S:33](=[O:35])(=[O:34])[C:28]=2[CH:27]=1)(=[O:24])=[O:23].CN1CCOCC1.Cl.CN(C)CCCN=C=NCC.C(N(CC)CC)C. The catalyst is CN(C)C=O.C(OCC)(=O)C.CO. The product is [F:1][C:2]1[CH:3]=[CH:4][C:5]([CH2:6][N:7]2[C:37](=[O:38])[C:36]([C:31]3[NH:30][C:29]4[CH:40]=[CH:41][C:26]([NH:25][S:22]([CH3:21])(=[O:24])=[O:23])=[CH:27][C:28]=4[S:33](=[O:35])(=[O:34])[N:32]=3)=[C:15]([OH:16])[C@H:9]3[C@@H:8]2[C@@H:13]2[CH2:14][C@H:10]3[CH2:11][CH2:12]2)=[CH:19][CH:20]=1. The yield is 0.480.